From a dataset of Reaction yield outcomes from USPTO patents with 853,638 reactions. Predict the reaction yield, written as a fraction of the theoretical maximum amount of product (1.0 means a 100% yield; for example, 0.34 means a 34% yield). (1) The reactants are [F:1][C:2]([F:19])([F:18])[C:3]1[CH:4]=[C:5]([CH:10]([NH:13][C:14]([CH3:17])([CH3:16])[CH3:15])[CH2:11][OH:12])[CH:6]=[CH:7][C:8]=1[NH2:9].[C:20]([OH:29])(=[O:28])[C@H:21]([C@@H:23]([C:25]([OH:27])=[O:26])[OH:24])[OH:22]. The catalyst is C(O)(C)C. The product is [C:25]([C@H:23]([C@@H:21]([C:20]([OH:29])=[O:28])[OH:22])[OH:24])([OH:27])=[O:26].[F:1][C:2]([F:18])([F:19])[C:3]1[CH:4]=[C:5]([CH:10]([NH:13][C:14]([CH3:15])([CH3:17])[CH3:16])[CH2:11][OH:12])[CH:6]=[CH:7][C:8]=1[NH2:9]. The yield is 0.802. (2) The reactants are Br[CH2:2][C:3]1[CH:10]=[CH:9][C:6]([C:7]#[N:8])=[CH:5][CH:4]=1.[CH3:11][C:12]([O:15][C:16]([NH:18][C:19]([O:21][C:22]([CH3:25])([CH3:24])[CH3:23])=[O:20])=[O:17])([CH3:14])[CH3:13].C(=O)([O-])[O-].[Cs+].[Cs+]. The catalyst is C1COCC1.[I-].[Li+]. The product is [C:22]([O:21][C:19]([N:18]([CH2:2][C:3]1[CH:10]=[CH:9][C:6]([C:7]#[N:8])=[CH:5][CH:4]=1)[C:16]([O:15][C:12]([CH3:14])([CH3:13])[CH3:11])=[O:17])=[O:20])([CH3:25])([CH3:24])[CH3:23]. The yield is 0.830. (3) The reactants are C([O:3][CH:4](OCC)[C:5]1[CH:10]=[CH:9][C:8]([CH:11]2[NH:23][C:21]3[C:22]4[C:13](=[N:14][NH:15][C:16](=[O:24])[C:17]=4[CH:18]=[CH:19][CH:20]=3)[CH:12]2[C:25]2[N:26]([CH3:30])[CH:27]=[CH:28][N:29]=2)=[CH:7][CH:6]=1)C.Cl.C([O-])([O-])=O.[K+].[K+]. No catalyst specified. The product is [CH3:30][N:26]1[CH:27]=[CH:28][N:29]=[C:25]1[CH:12]1[C:13]2=[N:14][NH:15][C:16](=[O:24])[C:17]3[CH:18]=[CH:19][CH:20]=[C:21]([C:22]=32)[NH:23][CH:11]1[C:8]1[CH:9]=[CH:10][C:5]([CH:4]=[O:3])=[CH:6][CH:7]=1. The yield is 0.700. (4) The reactants are [Br:1][C:2]1[CH:18]=[CH:17][C:5]2[C:6]3[N:7]([CH:11]=[C:12]([C:14]([NH2:16])=O)[N:13]=3)[CH2:8][CH2:9][O:10][C:4]=2[CH:3]=1.[CH3:19]OC(OC)N(C)C.COCCOC.Cl.[CH:34]([NH:37][NH2:38])([CH3:36])[CH3:35]. The catalyst is C(O)(=O)C. The product is [Br:1][C:2]1[CH:18]=[CH:17][C:5]2[C:6]3[N:7]([CH:11]=[C:12]([C:14]4[N:37]([CH:34]([CH3:36])[CH3:35])[N:38]=[CH:19][N:16]=4)[N:13]=3)[CH2:8][CH2:9][O:10][C:4]=2[CH:3]=1. The yield is 0.390. (5) The reactants are [N:1]1[CH:2]=[CH:3][N:4]2[CH:9]=[C:8]([C:10]([OH:12])=O)[CH:7]=[CH:6][C:5]=12.[NH:13]1[CH2:18][CH2:17][CH2:16][C@@H:15]2[C:19]3[CH:20]=[CH:21][CH:22]=[CH:23][C:24]=3[CH2:25][C@H:14]12.F[P-](F)(F)(F)(F)F.N1(OC(N(C)C)=[N+](C)C)C2N=CC=CC=2N=N1. No catalyst specified. The product is [N:13]1([C:10]([C:8]2[CH:7]=[CH:6][C:5]3[N:4]([CH:3]=[CH:2][N:1]=3)[CH:9]=2)=[O:12])[CH2:18][CH2:17][CH2:16][C@@H:15]2[C:19]3[CH:20]=[CH:21][CH:22]=[CH:23][C:24]=3[CH2:25][C@H:14]12. The yield is 0.850.